Dataset: Full USPTO retrosynthesis dataset with 1.9M reactions from patents (1976-2016). Task: Predict the reactants needed to synthesize the given product. (1) The reactants are: C([O:3][C:4](=[O:33])[CH:5]([N:18]([CH2:26][C:27]1[CH:32]=[CH:31][CH:30]=[CH:29][CH:28]=1)[CH2:19][C:20]1[CH:25]=[CH:24][CH:23]=[CH:22][CH:21]=1)[CH:6]([OH:17])[CH2:7][CH2:8][O:9][CH2:10][C:11]1[CH:16]=[CH:15][CH:14]=[CH:13][CH:12]=1)C.O.[OH-].[Li+].P([O-])(O)(O)=O.[K+]. Given the product [CH2:10]([O:9][CH2:8][CH2:7][CH:6]([OH:17])[CH:5]([N:18]([CH2:26][C:27]1[CH:28]=[CH:29][CH:30]=[CH:31][CH:32]=1)[CH2:19][C:20]1[CH:25]=[CH:24][CH:23]=[CH:22][CH:21]=1)[C:4]([OH:33])=[O:3])[C:11]1[CH:12]=[CH:13][CH:14]=[CH:15][CH:16]=1, predict the reactants needed to synthesize it. (2) Given the product [C:11]([NH:1][C:2]1[CH:3]=[C:4]([CH:8]=[CH:9][CH:10]=1)[C:5]([OH:7])=[O:6])(=[O:14])[CH:12]=[CH2:13], predict the reactants needed to synthesize it. The reactants are: [NH2:1][C:2]1[CH:3]=[C:4]([CH:8]=[CH:9][CH:10]=1)[C:5]([OH:7])=[O:6].[C:11](Cl)(=[O:14])[CH:12]=[CH2:13].C(OCC)(=O)C.O. (3) Given the product [CH3:1][N:2]([CH3:35])[C:3]1[CH:8]=[CH:7][C:6]([NH:9][S:10]([C:13]2[CH:14]=[C:15]([S:19]([NH:22][CH2:23][CH:24]3[CH2:29][CH2:28][N:27]([C:36](=[O:40])[CH2:37][CH2:38][CH3:39])[CH2:26][CH2:25]3)(=[O:21])=[O:20])[CH:16]=[CH:17][CH:18]=2)(=[O:12])=[O:11])=[CH:5][C:4]=1[C:30]1[O:31][CH:32]=[CH:33][CH:34]=1, predict the reactants needed to synthesize it. The reactants are: [CH3:1][N:2]([CH3:35])[C:3]1[CH:8]=[CH:7][C:6]([NH:9][S:10]([C:13]2[CH:14]=[C:15]([S:19]([NH:22][CH2:23][CH:24]3[CH2:29][CH2:28][NH:27][CH2:26][CH2:25]3)(=[O:21])=[O:20])[CH:16]=[CH:17][CH:18]=2)(=[O:12])=[O:11])=[CH:5][C:4]=1[C:30]1[O:31][CH:32]=[CH:33][CH:34]=1.[C:36](O)(=[O:40])[CH2:37][CH2:38][CH3:39].CN(C(ON1N=NC2C=CC=CC1=2)=[N+](C)C)C.F[P-](F)(F)(F)(F)F.C(N(CC)C(C)C)(C)C. (4) Given the product [ClH:2].[Cl:32][C:33]1[CH:34]=[CH:35][C:36]([C:39]2[CH:40]=[CH:41][C:42]([S:45]([NH:48][C:49]3[C:60]([O:30][CH3:29])=[CH:59][C:52]4[CH2:53][CH2:54][N:55]([CH3:58])[CH2:56][CH2:57][C:51]=4[CH:50]=3)(=[O:47])=[O:46])=[CH:43][CH:44]=2)=[CH:37][CH:38]=1, predict the reactants needed to synthesize it. The reactants are: Cl.[Cl:2]C1C=CC(C2C=CC(S(NC3[C:29]([O:30]C)=CC4CCNCCC=4C=3)(=O)=O)=CC=2)=CC=1.[Cl:32][C:33]1[CH:38]=[CH:37][C:36]([C:39]2[CH:44]=[CH:43][C:42]([S:45]([NH:48][C:49]3[CH:60]=[CH:59][C:52]4[CH2:53][CH2:54][N:55]([CH3:58])[CH2:56][CH2:57][C:51]=4[CH:50]=3)(=[O:47])=[O:46])=[CH:41][CH:40]=2)=[CH:35][CH:34]=1. (5) Given the product [Br:21][C:13]1[S:12][C:11]([C:10]2[CH:9]=[CH:8][C:4]([C:5]([OH:7])=[O:6])=[CH:3][C:2]=2[CH3:1])=[N:15][C:14]=1[CH3:16], predict the reactants needed to synthesize it. The reactants are: [CH3:1][C:2]1[CH:3]=[C:4]([CH:8]=[CH:9][C:10]=1[C:11]1[S:12][CH:13]=[C:14]([CH3:16])[N:15]=1)[C:5]([OH:7])=[O:6].C(O)(=O)C.[Br:21]Br.S(=O)(O)[O-].[Na+]. (6) The reactants are: [F:1][CH2:2][CH2:3][N:4]1[CH2:9][CH:8]([OH:10])[C:7]2[S:11][CH:12]=[CH:13][C:6]=2[CH2:5]1.[Cl:14][C:15]1[CH:16]=[C:17](F)[CH:18]=[CH:19][C:20]=1[Cl:21]. Given the product [ClH:14].[Cl:14][C:15]1[CH:16]=[C:17]([O:10][CH:8]2[CH2:9][N:4]([CH2:3][CH2:2][F:1])[CH2:5][C:6]3[CH:13]=[CH:12][S:11][C:7]2=3)[CH:18]=[CH:19][C:20]=1[Cl:21], predict the reactants needed to synthesize it.